This data is from NCI-60 drug combinations with 297,098 pairs across 59 cell lines. The task is: Regression. Given two drug SMILES strings and cell line genomic features, predict the synergy score measuring deviation from expected non-interaction effect. (1) Drug 1: CC1=CC2C(CCC3(C2CCC3(C(=O)C)OC(=O)C)C)C4(C1=CC(=O)CC4)C. Drug 2: C1C(C(OC1N2C=NC(=NC2=O)N)CO)O. Cell line: M14. Synergy scores: CSS=0.0415, Synergy_ZIP=7.53, Synergy_Bliss=1.96, Synergy_Loewe=-3.96, Synergy_HSA=-1.85. (2) Drug 1: CC(CN1CC(=O)NC(=O)C1)N2CC(=O)NC(=O)C2. Drug 2: CCCS(=O)(=O)NC1=C(C(=C(C=C1)F)C(=O)C2=CNC3=C2C=C(C=N3)C4=CC=C(C=C4)Cl)F. Cell line: SR. Synergy scores: CSS=61.6, Synergy_ZIP=0.0987, Synergy_Bliss=1.01, Synergy_Loewe=-0.112, Synergy_HSA=3.14. (3) Drug 1: COC1=C(C=C2C(=C1)N=CN=C2NC3=CC(=C(C=C3)F)Cl)OCCCN4CCOCC4. Drug 2: CCCCCOC(=O)NC1=NC(=O)N(C=C1F)C2C(C(C(O2)C)O)O. Cell line: TK-10. Synergy scores: CSS=36.8, Synergy_ZIP=2.49, Synergy_Bliss=5.39, Synergy_Loewe=-5.72, Synergy_HSA=5.92.